From a dataset of Reaction yield outcomes from USPTO patents with 853,638 reactions. Predict the reaction yield, written as a fraction of the theoretical maximum amount of product (1.0 means a 100% yield; for example, 0.34 means a 34% yield). The reactants are C1(P(C2CCCCC2)C2C=CC=CC=2C2C(C(C)C)=CC(C(C)C)=CC=2C(C)C)CCCCC1.C([O-])(=O)C.[K+].B(O)(O)B(O)O.Br[C:47]1[CH:72]=[CH:71][C:50]2[N:51]=[C:52]([C:54]3[N:58](COCC[Si](C)(C)C)[C:57]4[CH:67]=[CH:68][CH:69]=[CH:70][C:56]=4[N:55]=3)[O:53][C:49]=2[CH:48]=1.C(=O)([O-])[O-].[K+].[K+].O.Br[C:81]1[CH:82]=[N:83][CH:84]=[C:85]([CH:88]=1)[C:86]#[N:87]. The catalyst is C(O)C.ClCCl.C1(P(C2CCCCC2)C2C=CC=CC=2C2C(C(C)C)=CC(C(C)C)=CC=2C(C)C)CCCCC1.NC1C=CC=CC=1C1C=CC=CC=1[Pd]Cl. The product is [NH:58]1[C:57]2[CH:67]=[CH:68][CH:69]=[CH:70][C:56]=2[N:55]=[C:54]1[C:52]1[O:53][C:49]2[CH:48]=[C:47]([C:81]3[CH:82]=[N:83][CH:84]=[C:85]([CH:88]=3)[C:86]#[N:87])[CH:72]=[CH:71][C:50]=2[N:51]=1. The yield is 0.520.